This data is from NCI-60 drug combinations with 297,098 pairs across 59 cell lines. The task is: Regression. Given two drug SMILES strings and cell line genomic features, predict the synergy score measuring deviation from expected non-interaction effect. (1) Drug 1: CN(C(=O)NC(C=O)C(C(C(CO)O)O)O)N=O. Drug 2: CCC1(C2=C(COC1=O)C(=O)N3CC4=CC5=C(C=CC(=C5CN(C)C)O)N=C4C3=C2)O.Cl. Cell line: MDA-MB-435. Synergy scores: CSS=-8.52, Synergy_ZIP=5.39, Synergy_Bliss=-0.409, Synergy_Loewe=-111, Synergy_HSA=-10.7. (2) Drug 1: CC(C1=C(C=CC(=C1Cl)F)Cl)OC2=C(N=CC(=C2)C3=CN(N=C3)C4CCNCC4)N. Drug 2: CCCCC(=O)OCC(=O)C1(CC(C2=C(C1)C(=C3C(=C2O)C(=O)C4=C(C3=O)C=CC=C4OC)O)OC5CC(C(C(O5)C)O)NC(=O)C(F)(F)F)O. Cell line: HT29. Synergy scores: CSS=5.06, Synergy_ZIP=-0.395, Synergy_Bliss=2.03, Synergy_Loewe=-0.723, Synergy_HSA=-0.692. (3) Drug 2: C1=CC(=CC=C1CC(C(=O)O)N)N(CCCl)CCCl.Cl. Drug 1: C1CCC(C1)C(CC#N)N2C=C(C=N2)C3=C4C=CNC4=NC=N3. Synergy scores: CSS=23.9, Synergy_ZIP=-2.42, Synergy_Bliss=2.66, Synergy_Loewe=-1.79, Synergy_HSA=-1.40. Cell line: HCT-15. (4) Drug 1: CCCS(=O)(=O)NC1=C(C(=C(C=C1)F)C(=O)C2=CNC3=C2C=C(C=N3)C4=CC=C(C=C4)Cl)F. Drug 2: CC(C)NC(=O)C1=CC=C(C=C1)CNNC.Cl. Cell line: SK-MEL-28. Synergy scores: CSS=34.5, Synergy_ZIP=3.40, Synergy_Bliss=0.930, Synergy_Loewe=-25.0, Synergy_HSA=-3.41.